This data is from Forward reaction prediction with 1.9M reactions from USPTO patents (1976-2016). The task is: Predict the product of the given reaction. Given the reactants [N:1]1[CH:6]=[CH:5][CH:4]=[CH:3][C:2]=1[CH:7]=O.[C:9]([O:13][C:14]1[CH:20]=[CH:19][CH:18]=[CH:17][C:15]=1[NH2:16])([CH3:12])([CH3:11])[CH3:10].[N+](=[CH:23][C:24]([O:26][C:27]([CH3:30])([CH3:29])[CH3:28])=[O:25])=[N-], predict the reaction product. The product is: [C:9]([O:13][C:14]1[CH:20]=[CH:19][CH:18]=[CH:17][C:15]=1[N:16]1[C@H:7]([C:2]2[CH:3]=[CH:4][CH:5]=[CH:6][N:1]=2)[C@@H:23]1[C:24]([O:26][C:27]([CH3:30])([CH3:29])[CH3:28])=[O:25])([CH3:12])([CH3:10])[CH3:11].